Dataset: M1 muscarinic receptor antagonist screen with 61,756 compounds. Task: Binary Classification. Given a drug SMILES string, predict its activity (active/inactive) in a high-throughput screening assay against a specified biological target. (1) The molecule is S(CC(=O)N1CCC(CC1)C)c1nc2n(c3c(c2nn1)cc(OCC)cc3)C. The result is 1 (active). (2) The drug is N(C1CCCCC1)c1n(c2c(n1)cccc2)CC. The result is 0 (inactive). (3) The molecule is S(=O)(=O)(N(C)C)c1ccc(cc1)C(=O)Nc1scc(n1)c1sccc1. The result is 0 (inactive).